This data is from Full USPTO retrosynthesis dataset with 1.9M reactions from patents (1976-2016). The task is: Predict the reactants needed to synthesize the given product. (1) Given the product [Cl:1][C:2]1[CH:3]=[C:4]([O:5][CH2:6][C:7]2[C:8]([C:15]3[C:16]([Cl:22])=[CH:17][CH:18]=[CH:19][C:20]=3[Cl:21])=[N:9][O:10][C:11]=2[CH:12]([CH3:14])[CH3:13])[CH:23]=[CH:24][C:25]=1[CH2:26][O:36][C:37]1[CH:38]=[CH:39][C:40]([C:41]([O:43][CH3:44])=[O:42])=[CH:45][CH:46]=1, predict the reactants needed to synthesize it. The reactants are: [Cl:1][C:2]1[CH:3]=[C:4]([CH:23]=[CH:24][C:25]=1[CH2:26]Cl)[O:5][CH2:6][C:7]1[C:8]([C:15]2[C:20]([Cl:21])=[CH:19][CH:18]=[CH:17][C:16]=2[Cl:22])=[N:9][O:10][C:11]=1[CH:12]([CH3:14])[CH3:13].C(=O)([O-])[O-].[K+].[K+].[I-].[Na+].[OH:36][C:37]1[CH:46]=[CH:45][C:40]([C:41]([O:43][CH3:44])=[O:42])=[CH:39][CH:38]=1. (2) Given the product [NH2:1][C@H:2]([C:12]([NH:14][C@@H:15]([C:25]([OH:27])=[O:26])[CH2:16][O:17][CH2:18][C:19]1[CH:20]=[CH:21][CH:22]=[CH:23][CH:24]=1)=[O:13])[CH2:3][CH2:4][C:5](=[O:6])[OH:11], predict the reactants needed to synthesize it. The reactants are: [NH:1](C(OC(C)(C)C)=O)[C@H:2]([C:12]([NH:14][C@@H:15]([C:25]([OH:27])=[O:26])[CH2:16][O:17][CH2:18][C:19]1[CH:24]=[CH:23][CH:22]=[CH:21][CH:20]=1)=[O:13])[CH2:3][CH2:4][C:5](=[O:11])[O:6]C(C)(C)C. (3) Given the product [CH3:1][C:2]1([CH3:37])[CH2:6][C:5]2([CH2:11][CH2:10][CH:9]([C:12]3[C:13]([CH2:23][N:24]([CH3:36])[CH2:25][CH2:26][N:27]([CH3:35])[C:28](=[O:34])[O:29][C:30]([CH3:31])([CH3:32])[CH3:33])=[N:14][N:15]([CH:17]4[CH2:22][CH2:21][CH2:20][CH2:19][O:18]4)[CH:16]=3)[CH2:8][CH2:7]2)[O:4][CH2:3]1, predict the reactants needed to synthesize it. The reactants are: [CH3:1][C:2]1([CH3:37])[CH2:6][C:5]2([CH2:11][CH2:10][C:9]([C:12]3[C:13]([CH2:23][N:24]([CH3:36])[CH2:25][CH2:26][N:27]([CH3:35])[C:28](=[O:34])[O:29][C:30]([CH3:33])([CH3:32])[CH3:31])=[N:14][N:15]([CH:17]4[CH2:22][CH2:21][CH2:20][CH2:19][O:18]4)[CH:16]=3)=[CH:8][CH2:7]2)[O:4][CH2:3]1.[H][H]. (4) Given the product [NH2:1][C@@H:4]1[C:10](=[O:11])[NH:9][C:8]2[CH:12]=[CH:13][CH:14]=[CH:15][C:7]=2[O:6][C@@H:5]1[C:16]1[CH:17]=[CH:18][CH:19]=[CH:20][CH:21]=1, predict the reactants needed to synthesize it. The reactants are: [N:1]([C@@H:4]1[C:10](=[O:11])[NH:9][C:8]2[CH:12]=[CH:13][CH:14]=[CH:15][C:7]=2[O:6][C@@H:5]1[C:16]1[CH:21]=[CH:20][CH:19]=[CH:18][CH:17]=1)=[N+]=[N-].Cl.